From a dataset of Catalyst prediction with 721,799 reactions and 888 catalyst types from USPTO. Predict which catalyst facilitates the given reaction. (1) Reactant: [Fe:1]([Cl:3])[Cl:2].[CH3:4][C:5]1[CH:10]=[C:9]([N+:11]([O-:13])=[O:12])[CH:8]=[CH:7][C:6]=1[N:14]=[C:15]([C:17]1[CH:22]=[CH:21][CH:20]=[C:19]([C:23](=[N:25][C:26]2[CH:31]=[CH:30][C:29]([N+:32]([O-:34])=[O:33])=[CH:28][C:27]=2[CH3:35])[CH3:24])[N:18]=1)[CH3:16]. Product: [Fe:1]([Cl:3])[Cl:2].[CH3:4][C:5]1[CH:10]=[C:9]([N+:11]([O-:13])=[O:12])[CH:8]=[CH:7][C:6]=1[N:14]=[C:15]([C:17]1[CH:22]=[CH:21][CH:20]=[C:19]([C:23](=[N:25][C:26]2[CH:31]=[CH:30][C:29]([N+:32]([O-:34])=[O:33])=[CH:28][C:27]=2[CH3:35])[CH3:24])[N:18]=1)[CH3:16]. The catalyst class is: 51. (2) Reactant: [Cl:1][C:2]1[N:7]=[C:6](OC)[N:5]=[C:4]([NH:10][C:11]2[CH:16]=[CH:15][C:14]([N:17]3[CH:21]=[C:20]([CH3:22])[N:19]=[CH:18]3)=[C:13]([O:23][CH3:24])[CH:12]=2)[N:3]=1.[CH2:25]([N:27](CC)[CH2:28]C)C.ClC1N=C(Cl)N=C(N(C)C)N=1. Product: [Cl:1][C:2]1[N:3]=[C:4]([NH:10][C:11]2[CH:16]=[CH:15][C:14]([N:17]3[CH:21]=[C:20]([CH3:22])[N:19]=[CH:18]3)=[C:13]([O:23][CH3:24])[CH:12]=2)[N:5]=[C:6]([N:27]([CH3:28])[CH3:25])[N:7]=1. The catalyst class is: 5. (3) Reactant: [CH3:1][Si:2]([CH3:42])([CH3:41])[CH2:3][CH2:4][O:5][CH2:6][N:7]([CH2:33][O:34][CH2:35][CH2:36][Si:37]([CH3:40])([CH3:39])[CH3:38])[C:8]1[N:13]2[N:14]=[CH:15][C:16](I)=[C:12]2[N:11]=[C:10]([CH:18]2[CH2:24][CH:23]3[N:25]([C:26]([O:28][C:29]([CH3:32])([CH3:31])[CH3:30])=[O:27])[CH:20]([CH2:21][CH2:22]3)[CH2:19]2)[CH:9]=1.[C:43]1([C:49]2[CH:54]=[CH:53][C:52](B3OC(C)(C)C(C)(C)O3)=[CH:51][N:50]=2)[CH:48]=[CH:47][CH:46]=[CH:45][CH:44]=1.C(Cl)Cl.C([O-])([O-])=O.[K+].[K+]. Product: [CH3:1][Si:2]([CH3:42])([CH3:41])[CH2:3][CH2:4][O:5][CH2:6][N:7]([CH2:33][O:34][CH2:35][CH2:36][Si:37]([CH3:40])([CH3:39])[CH3:38])[C:8]1[N:13]2[N:14]=[CH:15][C:16]([C:52]3[CH:51]=[N:50][C:49]([C:43]4[CH:48]=[CH:47][CH:46]=[CH:45][CH:44]=4)=[CH:54][CH:53]=3)=[C:12]2[N:11]=[C:10]([CH:18]2[CH2:24][CH:23]3[N:25]([C:26]([O:28][C:29]([CH3:32])([CH3:31])[CH3:30])=[O:27])[CH:20]([CH2:21][CH2:22]3)[CH2:19]2)[CH:9]=1. The catalyst class is: 117. (4) Reactant: [CH:1]1([CH2:7][C:8]2[N:12]([CH3:13])[C:11]([S:14]([NH2:17])(=[O:16])=[O:15])=[CH:10][CH:9]=2)[CH2:6][CH2:5][CH2:4][CH2:3][CH2:2]1.[C:18]([C:22]1[CH:23]=[C:24](B2OC(C)(C)C(C)(C)O2)[CH:25]=[C:26]([C:28]([CH3:31])([CH3:30])[CH3:29])[CH:27]=1)([CH3:21])([CH3:20])[CH3:19].C([O-])([O-])=O.[Cs+].[Cs+]. Product: [CH:1]1([CH2:7][C:8]2[N:12]([CH3:13])[C:11]([S:14]([NH2:17])(=[O:16])=[O:15])=[CH:10][C:9]=2[C:24]2[CH:23]=[C:22]([C:18]([CH3:20])([CH3:19])[CH3:21])[CH:27]=[C:26]([C:28]([CH3:31])([CH3:30])[CH3:29])[CH:25]=2)[CH2:2][CH2:3][CH2:4][CH2:5][CH2:6]1. The catalyst class is: 117.